Dataset: Full USPTO retrosynthesis dataset with 1.9M reactions from patents (1976-2016). Task: Predict the reactants needed to synthesize the given product. Given the product [Cl:61][C:54]1[C:55]([F:60])=[CH:56][CH:57]=[C:58]([Cl:59])[C:53]=1[CH:51]([O:50][C:31]1[C:30]([NH2:29])=[N:35][CH:34]=[C:33]([C:36]2[CH:37]=[N:38][N:39]([C@@H:41]3[CH2:42][CH2:16][NH:15][CH2:14]3)[CH:40]=2)[CH:32]=1)[CH3:52], predict the reactants needed to synthesize it. The reactants are: ClC1C(F)=CC=C(Cl)C=1C(OC1[C:14](N)=[N:15][CH:16]=C(B2OC(C)(C)C(C)(C)O2)C=1)C.[NH2:29][C:30]1[N:35]=[CH:34][C:33]([C:36]2[CH:37]=[N:38][N:39]([CH2:41][CH:42]3CC3C(N(C)C)=O)[CH:40]=2)=[CH:32][C:31]=1[O:50][CH:51]([C:53]1[C:58]([Cl:59])=[CH:57][CH:56]=[C:55]([F:60])[C:54]=1[Cl:61])[CH3:52].